Dataset: Forward reaction prediction with 1.9M reactions from USPTO patents (1976-2016). Task: Predict the product of the given reaction. (1) Given the reactants C[Si](C)(C)[CH:3]1[S:8][CH2:7][CH2:6][CH2:5][S:4]1.C([Li])CCC.[CH3:16][O:17][C:18]1[CH:19]=[C:20]([CH:39]=[CH:40][C:41]=1[O:42][CH3:43])[CH2:21][NH:22][C:23]1[N:28]2[N:29]=[C:30]([C:32]3[O:33][CH:34]=[CH:35][CH:36]=3)[N:31]=[C:27]2[C:26]([CH:37]=O)=[CH:25][N:24]=1.O, predict the reaction product. The product is: [CH3:16][O:17][C:18]1[CH:19]=[C:20]([CH:39]=[CH:40][C:41]=1[O:42][CH3:43])[CH2:21][NH:22][C:23]1[N:28]2[N:29]=[C:30]([C:32]3[O:33][CH:34]=[CH:35][CH:36]=3)[N:31]=[C:27]2[C:26]([CH:37]=[C:3]2[S:8][CH2:7][CH2:6][CH2:5][S:4]2)=[CH:25][N:24]=1. (2) Given the reactants [CH3:1][C:2]1[C:10]([CH3:12])([CH3:11])[C:9]2[C:4](=[CH:5][CH:6]=[CH:7][CH:8]=2)[N:3]=1.[Br:13][CH2:14]/[CH:15]=[CH:16]/[C:17]([O:19][CH2:20][CH3:21])=[O:18], predict the reaction product. The product is: [Br-:13].[CH2:20]([O:19][C:17](=[O:18])/[CH:16]=[CH:15]/[CH2:14][N+:3]1[C:4]2[C:9](=[CH:8][CH:7]=[CH:6][CH:5]=2)[C:10]([CH3:12])([CH3:11])[C:2]=1[CH3:1])[CH3:21]. (3) Given the reactants [CH3:1][O:2][CH2:3][CH:4]([NH:17]C(=O)[O-])[C:5]1[CH:6]=[N:7][C:8]([O:11][CH2:12][C:13]([F:16])([F:15])[F:14])=[CH:9][CH:10]=1.C(OC(=O)C)C.Cl, predict the reaction product. The product is: [CH3:1][O:2][CH2:3][CH:4]([C:5]1[CH:6]=[N:7][C:8]([O:11][CH2:12][C:13]([F:16])([F:14])[F:15])=[CH:9][CH:10]=1)[NH2:17]. (4) Given the reactants [CH3:1][O:2][C:3](=[O:13])[C:4]1[CH:9]=[CH:8][C:7]([O:10][CH3:11])=[CH:6][C:5]=1[OH:12].[Al+3].[Cl-:15].[Cl-].[Cl-], predict the reaction product. The product is: [CH3:1][O:2][C:3](=[O:13])[C:4]1[CH:9]=[C:8]([Cl:15])[C:7]([O:10][CH3:11])=[CH:6][C:5]=1[OH:12].